From a dataset of Forward reaction prediction with 1.9M reactions from USPTO patents (1976-2016). Predict the product of the given reaction. (1) The product is: [C:49]([CH2:32][C:17]12[CH2:22][CH2:21][C:20]([N:23]([CH3:31])[C:24](=[O:30])[C:25]([N:27]([CH3:29])[CH3:28])=[O:26])([C:14]3[N:15]([C:44](=[O:47])[C:45]([OH:46])=[C:12]([C:10]([NH:9][CH2:8][C:5]4[CH:6]=[CH:7][C:2]([F:1])=[C:3]([CH3:48])[CH:4]=4)=[O:11])[N:13]=3)[CH2:16]1)[CH2:19][CH2:18]2)#[N:50]. Given the reactants [F:1][C:2]1[CH:7]=[CH:6][C:5]([CH2:8][NH:9][C:10]([C:12]2[N:13]=[C:14]3[C:20]4([N:23]([CH3:31])[C:24](=[O:30])[C:25]([N:27]([CH3:29])[CH3:28])=[O:26])[CH2:21][CH2:22][C:17]([CH2:32]OS(C5C=CC(C)=CC=5)(=O)=O)([CH2:18][CH2:19]4)[CH2:16][N:15]3[C:44](=[O:47])[C:45]=2[OH:46])=[O:11])=[CH:4][C:3]=1[CH3:48].[C-:49]#[N:50].[K+], predict the reaction product. (2) Given the reactants [CH2:1]([N:3]1[C:8]2[N:9]=[C:10](S(C)=O)[N:11]=[CH:12][C:7]=2[CH:6]=[CH:5][C:4]1=[O:16])[CH3:2].[O:17]1[CH2:22][CH2:21][N:20]([C:23]2[CH:29]=[CH:28][C:26]([NH2:27])=[CH:25][CH:24]=2)[CH2:19][CH2:18]1, predict the reaction product. The product is: [CH2:1]([N:3]1[C:8]2[N:9]=[C:10]([NH:27][C:26]3[CH:25]=[CH:24][C:23]([N:20]4[CH2:21][CH2:22][O:17][CH2:18][CH2:19]4)=[CH:29][CH:28]=3)[N:11]=[CH:12][C:7]=2[CH:6]=[CH:5][C:4]1=[O:16])[CH3:2]. (3) Given the reactants [CH3:1][CH:2]([CH3:33])[C:3]([NH:5][C:6]1[CH:11]=[CH:10][CH:9]=[C:8]([CH:12]2[CH2:17][CH2:16][N:15]([CH2:18][CH2:19][CH2:20][CH2:21][C:22]([C:24]3[CH:29]=[CH:28][C:27]([N+:30]([O-:32])=[O:31])=[CH:26][CH:25]=3)=O)[CH2:14][CH2:13]2)[CH:7]=1)=[O:4].Cl.[CH3:35][C:36]1[CH:41]=[CH:40][CH:39]=[CH:38][C:37]=1[NH:42]N, predict the reaction product. The product is: [CH3:1][CH:2]([CH3:33])[C:3]([NH:5][C:6]1[CH:11]=[CH:10][CH:9]=[C:8]([CH:12]2[CH2:17][CH2:16][N:15]([CH2:18][CH2:19][CH2:20][C:21]3[C:38]4[C:37](=[C:36]([CH3:35])[CH:41]=[CH:40][CH:39]=4)[NH:42][C:22]=3[C:24]3[CH:29]=[CH:28][C:27]([N+:30]([O-:32])=[O:31])=[CH:26][CH:25]=3)[CH2:14][CH2:13]2)[CH:7]=1)=[O:4]. (4) Given the reactants [C:1]([O:5][C:6]([NH:8][C:9]1[CH:14]=[CH:13][CH:12]=[C:11]([O:15][CH3:16])[C:10]=1[N+:17]([O-])=O)=[O:7])([CH3:4])([CH3:3])[CH3:2], predict the reaction product. The product is: [C:1]([O:5][C:6]([NH:8][C:9]1[CH:14]=[CH:13][CH:12]=[C:11]([O:15][CH3:16])[C:10]=1[NH2:17])=[O:7])([CH3:4])([CH3:3])[CH3:2]. (5) Given the reactants C(Cl)(=O)C(Cl)=O.[O:7]1[C:16]2[C:11](=[CH:12][CH:13]=[CH:14][CH:15]=2)[CH2:10][CH2:9][CH:8]1[C:17]([OH:19])=O.C[N:21](C)C=O, predict the reaction product. The product is: [O:7]1[C:16]2[C:11](=[CH:12][CH:13]=[CH:14][CH:15]=2)[CH2:10][CH2:9][CH:8]1[C:17]([NH2:21])=[O:19]. (6) Given the reactants [NH:1]1[CH2:6][CH2:5][CH:4]([CH2:7][OH:8])[CH2:3][CH2:2]1.[CH2:9]=[C:10]1[O:14][C:12](=[O:13])[CH2:11]1, predict the reaction product. The product is: [OH:8][CH2:7][CH:4]1[CH2:5][CH2:6][N:1]([C:12](=[O:13])[CH2:11][C:10](=[O:14])[CH3:9])[CH2:2][CH2:3]1. (7) The product is: [C:11]([O:15][C:16]([NH:18][C:19]([CH:38]=[O:39])([CH2:25][CH2:26][CH2:27][CH2:28][B:29]1[O:30][C:31]([CH3:37])([CH3:36])[C:32]([CH3:35])([CH3:34])[O:33]1)[C:20]([O:22][CH2:23][CH3:24])=[O:21])=[O:17])([CH3:14])([CH3:12])[CH3:13]. Given the reactants C(Cl)(=O)C(Cl)=O.CS(C)=O.[C:11]([O:15][C:16]([NH:18][C:19]([CH2:38][OH:39])([CH2:25][CH2:26][CH2:27][CH2:28][B:29]1[O:33][C:32]([CH3:35])([CH3:34])[C:31]([CH3:37])([CH3:36])[O:30]1)[C:20]([O:22][CH2:23][CH3:24])=[O:21])=[O:17])([CH3:14])([CH3:13])[CH3:12].C(N(CC)CC)C, predict the reaction product.